From a dataset of Catalyst prediction with 721,799 reactions and 888 catalyst types from USPTO. Predict which catalyst facilitates the given reaction. (1) Reactant: CS([C:5]1[N:10]=[C:9]([C:11]2[CH:16]=[CH:15][C:14]([Cl:17])=[CH:13][C:12]=2[Cl:18])[C:8]([C:19]2[CH:24]=[CH:23][C:22]([Cl:25])=[CH:21][CH:20]=2)=[CH:7][N:6]=1)(=O)=O.[F:26][C:27]1[CH:32]=[CH:31][C:30]([OH:33])=[CH:29][CH:28]=1.C([O-])([O-])=O.[K+].[K+].COCCOCCN(CCOCCOC)CCOCCOC. Product: [F:26][C:27]1[CH:32]=[CH:31][C:30]([O:33][C:5]2[N:10]=[C:9]([C:11]3[CH:16]=[CH:15][C:14]([Cl:17])=[CH:13][C:12]=3[Cl:18])[C:8]([C:19]3[CH:24]=[CH:23][C:22]([Cl:25])=[CH:21][CH:20]=3)=[CH:7][N:6]=2)=[CH:29][CH:28]=1. The catalyst class is: 23. (2) Reactant: [Si]([O:18][C:19]1[CH:52]=[CH:51][C:22]([O:23][CH2:24][C@@H:25]([OH:50])[CH2:26][NH:27][CH2:28][CH2:29][C:30]2[CH:49]=[CH:48][C:33]([NH:34][CH:35]3[CH2:40][CH2:39][N:38]([C:41](=[O:47])[CH2:42][CH2:43][CH2:44][CH2:45][CH3:46])[CH2:37][CH2:36]3)=[CH:32][CH:31]=2)=[CH:21][CH:20]=1)(C(C)(C)C)(C1C=CC=CC=1)C1C=CC=CC=1. Product: [OH:50][C@H:25]([CH2:24][O:23][C:22]1[CH:51]=[CH:52][C:19]([OH:18])=[CH:20][CH:21]=1)[CH2:26][NH:27][CH2:28][CH2:29][C:30]1[CH:49]=[CH:48][C:33]([NH:34][CH:35]2[CH2:40][CH2:39][N:38]([C:41](=[O:47])[CH2:42][CH2:43][CH2:44][CH2:45][CH3:46])[CH2:37][CH2:36]2)=[CH:32][CH:31]=1. The catalyst class is: 147. (3) Reactant: [CH2:1]([C@:4]1([C:20]2[CH:25]=[CH:24][C:23]([F:26])=[CH:22][CH:21]=2)[CH2:9][CH2:8][N:7]([C@H:10]([C:12]2[CH:17]=[CH:16][C:15](Br)=[CH:14][CH:13]=2)[CH3:11])[C:6](=[O:19])[NH:5]1)[CH:2]=[CH2:3].[F:27][C:28]1[CH:33]=[C:32]([F:34])[CH:31]=[CH:30][C:29]=1B(O)O.C([O-])([O-])=O.[Cs+].[Cs+]. Product: [CH2:1]([C@:4]1([C:20]2[CH:25]=[CH:24][C:23]([F:26])=[CH:22][CH:21]=2)[CH2:9][CH2:8][N:7]([C@H:10]([C:12]2[CH:17]=[CH:16][C:15]([C:31]3[CH:30]=[CH:29][C:28]([F:27])=[CH:33][C:32]=3[F:34])=[CH:14][CH:13]=2)[CH3:11])[C:6](=[O:19])[NH:5]1)[CH:2]=[CH2:3]. The catalyst class is: 184. (4) Reactant: [N:1]1([C:11]([C:13]2[CH:14]=[C:15]([CH:19]=[C:20]([N:22]3[C:31](=[O:32])[C:30]4[C:25](=[CH:26][CH:27]=[CH:28][CH:29]=4)[NH:24][C:23]3=[O:33])[CH:21]=2)[C:16]([NH2:18])=O)=[O:12])[C:10]2[C:5](=[CH:6][CH:7]=[CH:8][CH:9]=2)[CH2:4][CH2:3][CH2:2]1.CN(C=O)C.S(Cl)(Cl)=O.C(=O)([O-])O.[Na+]. Product: [N:1]1([C:11]([C:13]2[CH:14]=[C:15]([CH:19]=[C:20]([N:22]3[C:31](=[O:32])[C:30]4[C:25](=[CH:26][CH:27]=[CH:28][CH:29]=4)[NH:24][C:23]3=[O:33])[CH:21]=2)[C:16]#[N:18])=[O:12])[C:10]2[C:5](=[CH:6][CH:7]=[CH:8][CH:9]=2)[CH2:4][CH2:3][CH2:2]1. The catalyst class is: 247.